This data is from Full USPTO retrosynthesis dataset with 1.9M reactions from patents (1976-2016). The task is: Predict the reactants needed to synthesize the given product. (1) Given the product [Br:34][C:35]1[CH:36]=[CH:37][C:38]([O:42][CH3:43])=[C:39]([CH:40]=1)[O:41][CH:48]1[CH2:49][CH2:50][N:45]([CH3:44])[CH2:46][CH2:47]1, predict the reactants needed to synthesize it. The reactants are: C1(P(C2C=CC=CC=2)C2C=CC=CC=2)C=CC=CC=1.CC(OC(/N=N/C(OC(C)C)=O)=O)C.[Br:34][C:35]1[CH:36]=[CH:37][C:38]([O:42][CH3:43])=[C:39]([OH:41])[CH:40]=1.[CH3:44][N:45]1[CH2:50][CH2:49][CH:48](O)[CH2:47][CH2:46]1. (2) Given the product [OH:15][CH2:14][CH:9]([NH:8][C:6](=[O:7])[O:5][C:1]([CH3:3])([CH3:2])[CH3:4])[CH2:10][CH2:11][S:12][CH3:13], predict the reactants needed to synthesize it. The reactants are: [C:1]([O:5][C:6]([NH:8][C@H:9]([C:14](OC)=[O:15])[CH2:10][CH2:11][S:12][CH3:13])=[O:7])([CH3:4])([CH3:3])[CH3:2].[BH4-].[Li+]. (3) Given the product [Cl:27][C:22]1[CH:23]=[C:24]2[C:19](=[CH:20][CH:21]=1)[CH:18]=[C:17]([S:14]([NH:13][C@H:10]1[CH2:11][CH2:12][N:8]([C@@H:6]([CH3:7])[C:5]([N:4]([CH:30]([CH3:32])[CH3:31])[CH2:3][CH2:2][NH:1][S:39]([CH3:42])(=[O:41])=[O:40])=[O:29])[C:9]1=[O:28])(=[O:15])=[O:16])[CH:26]=[CH:25]2, predict the reactants needed to synthesize it. The reactants are: [NH2:1][CH2:2][CH2:3][N:4]([CH:30]([CH3:32])[CH3:31])[C:5](=[O:29])[C@@H:6]([N:8]1[CH2:12][CH2:11][C@H:10]([NH:13][S:14]([C:17]2[CH:26]=[CH:25][C:24]3[C:19](=[CH:20][CH:21]=[C:22]([Cl:27])[CH:23]=3)[CH:18]=2)(=[O:16])=[O:15])[C:9]1=[O:28])[CH3:7].N1C=CC=CC=1.[S:39](Cl)([CH3:42])(=[O:41])=[O:40].Cl. (4) Given the product [CH3:1][O:2][C:3]([C:5]1[CH:13]=[C:12]2[C:8]([CH:9]=[CH:10][N:11]2[CH2:20][CH:14]2[CH2:19][CH2:18][CH2:17][CH2:16][CH2:15]2)=[CH:7][CH:6]=1)=[O:4], predict the reactants needed to synthesize it. The reactants are: [CH3:1][O:2][C:3]([C:5]1[CH:13]=[C:12]2[C:8]([CH:9]=[CH:10][NH:11]2)=[CH:7][CH:6]=1)=[O:4].[CH:14]1([CH2:20]Br)[CH2:19][CH2:18][CH2:17][CH2:16][CH2:15]1.[H-].[Na+]. (5) Given the product [Br:1][C:2]1[CH:7]=[CH:6][C:5]([C:8]2([C:9]#[N:10])[CH2:15][CH2:14]2)=[CH:4][CH:3]=1, predict the reactants needed to synthesize it. The reactants are: [Br:1][C:2]1[CH:7]=[CH:6][C:5]([CH2:8][C:9]#[N:10])=[CH:4][CH:3]=1.[OH-].[Na+].Br[CH2:14][CH2:15]Cl. (6) Given the product [Br:13][C:5]1[CH:4]=[CH:3][C:2]([N:1]([C:19]([O:18][C:14]([CH3:17])([CH3:16])[CH3:15])=[O:20])[C:19]([O:18][C:14]([CH3:17])([CH3:16])[CH3:15])=[O:20])=[C:10]2[C:6]=1[CH2:7][N:8]([CH3:12])[C:9]2=[O:11], predict the reactants needed to synthesize it. The reactants are: [NH2:1][C:2]1[CH:3]=[CH:4][C:5]([Br:13])=[C:6]2[C:10]=1[C:9](=[O:11])[N:8]([CH3:12])[CH2:7]2.[C:14]([O:18][C:19](O[C:19]([O:18][C:14]([CH3:17])([CH3:16])[CH3:15])=[O:20])=[O:20])([CH3:17])([CH3:16])[CH3:15]. (7) Given the product [Cl:1][C:2]1[CH:3]=[C:4]([CH:16]=[CH:17][C:18]=1[C:19]1[N:20]=[C:32]([C:30]2[CH:29]=[CH:28][C:27]([C:35]3[CH:40]=[CH:39][CH:38]=[CH:37][C:36]=3[CH3:41])=[C:26]([CH2:25][O:24][CH3:23])[CH:31]=2)[O:22][N:21]=1)[CH2:5][N:6]([CH3:15])[CH2:7][C:8]([O:10][C:11]([CH3:12])([CH3:14])[CH3:13])=[O:9], predict the reactants needed to synthesize it. The reactants are: [Cl:1][C:2]1[CH:3]=[C:4]([CH:16]=[CH:17][C:18]=1[C:19](=[N:21][OH:22])[NH2:20])[CH2:5][N:6]([CH3:15])[CH2:7][C:8]([O:10][C:11]([CH3:14])([CH3:13])[CH3:12])=[O:9].[CH3:23][O:24][CH2:25][C:26]1[CH:31]=[C:30]([C:32](O)=O)[CH:29]=[CH:28][C:27]=1[C:35]1[CH:40]=[CH:39][CH:38]=[CH:37][C:36]=1[CH3:41].C(Cl)CCl. (8) Given the product [OH:45][C@H:44]([C:43]([OH:42])([CH3:50])[CH3:49])[CH2:46][CH2:47][NH:48][C:36]([CH:16]1[CH:15]([C:11]2[CH:12]=[CH:13][CH:14]=[C:9]([Cl:8])[C:10]=2[F:39])[C:19]([C:22]2[CH:27]=[CH:26][C:25]([Cl:28])=[CH:24][C:23]=2[F:29])([C:20]#[N:21])[CH:18]([CH2:30][C:31]([CH3:34])([CH3:35])[CH2:32][OH:33])[NH:17]1)=[O:38], predict the reactants needed to synthesize it. The reactants are: FC(F)(F)C(O)=O.[Cl:8][C:9]1[C:10]([F:39])=[C:11]([CH:15]2[C:19]([C:22]3[CH:27]=[CH:26][C:25]([Cl:28])=[CH:24][C:23]=3[F:29])([C:20]#[N:21])[CH:18]([CH2:30][C:31]([CH3:35])([CH3:34])[CH2:32][OH:33])[NH:17][CH:16]2[C:36]([OH:38])=O)[CH:12]=[CH:13][CH:14]=1.CC1(C)[O:45][C@@H:44]([CH2:46][CH2:47][NH2:48])[C:43]([CH3:50])([CH3:49])[O:42]1.CN(C(ON1N=NC2C=CC=NC1=2)=[N+](C)C)C.F[P-](F)(F)(F)(F)F.CCN(C(C)C)C(C)C.Cl.